From a dataset of Reaction yield outcomes from USPTO patents with 853,638 reactions. Predict the reaction yield, written as a fraction of the theoretical maximum amount of product (1.0 means a 100% yield; for example, 0.34 means a 34% yield). (1) The catalyst is O. The reactants are [CH2:1]([O:8][C:9]1[C:14](=[O:15])[CH:13]=[CH:12][NH:11][C:10]=1[CH3:16])[C:2]1[CH:7]=[CH:6][CH:5]=[CH:4][CH:3]=1.C(=O)([O-])[O-].[K+].[K+].[C:23]([CH:27](OC)[OH:28])([F:26])([F:25])[F:24].ClCCl. The yield is 0.240. The product is [CH2:1]([O:8][C:9]1[C:14](=[O:15])[C:13]([CH:27]([OH:28])[C:23]([F:26])([F:25])[F:24])=[CH:12][NH:11][C:10]=1[CH3:16])[C:2]1[CH:3]=[CH:4][CH:5]=[CH:6][CH:7]=1. (2) The catalyst is C(#N)C.O. The yield is 0.720. The reactants are [Cl:1][C:2]1[CH:8]=[CH:7][C:5](N)=[C:4]([C:9]2[CH:14]=[C:13]([O:15][CH3:16])[N:12]=[CH:11][N:10]=2)[CH:3]=1.CC1C=CC(S(O)(=O)=O)=CC=1.O.N([O-])=O.[Na+].[Na+].[I-:34]. The product is [Cl:1][C:2]1[CH:8]=[CH:7][C:5]([I:34])=[C:4]([C:9]2[CH:14]=[C:13]([O:15][CH3:16])[N:12]=[CH:11][N:10]=2)[CH:3]=1. (3) The reactants are C(O)(C(F)(F)F)=O.[F:8][C:9]1[CH:10]=[C:11]([NH:20][C:21]([C@@H:23]2[N:32]([C:33]([C@@H:35]3[CH2:38][C@H:37]([CH2:39][C:40]([O:42]C(C)(C)C)=[O:41])[CH2:36]3)=[O:34])[CH2:31][CH2:30][C:29]3[N:28]=[C:27]([O:47][CH3:48])[CH:26]=[CH:25][C:24]2=3)=[O:22])[CH:12]=[C:13]([F:19])[C:14]=1[Si:15]([CH3:18])([CH3:17])[CH3:16].C(=O)([O-])O.[Na+]. No catalyst specified. The product is [F:8][C:9]1[CH:10]=[C:11]([NH:20][C:21]([C@@H:23]2[N:32]([C:33]([C@@H:35]3[CH2:36][C@H:37]([CH2:39][C:40]([OH:42])=[O:41])[CH2:38]3)=[O:34])[CH2:31][CH2:30][C:29]3[N:28]=[C:27]([O:47][CH3:48])[CH:26]=[CH:25][C:24]2=3)=[O:22])[CH:12]=[C:13]([F:19])[C:14]=1[Si:15]([CH3:18])([CH3:17])[CH3:16]. The yield is 0.741. (4) The reactants are Cl[C:2]1[N:3]=[N:4][C:5]([C:8]#[C:9][C:10]2[CH:15]=[CH:14][CH:13]=[CH:12][CH:11]=2)=[CH:6][CH:7]=1.Cl.[NH2:17][CH2:18][CH2:19][C:20]([CH3:23])([OH:22])[CH3:21].C(N(CC)CC)C. The catalyst is N1C=CC=CC=1. The product is [CH3:21][C:20]([OH:22])([CH2:19][CH2:18][NH:17][C:2]1[N:3]=[N:4][C:5]([C:8]#[C:9][C:10]2[CH:15]=[CH:14][CH:13]=[CH:12][CH:11]=2)=[CH:6][CH:7]=1)[CH3:23]. The yield is 0.270.